Task: Predict the reactants needed to synthesize the given product.. Dataset: Full USPTO retrosynthesis dataset with 1.9M reactions from patents (1976-2016) (1) Given the product [CH2:24]([C:21]1[CH:20]=[N:19][C:18]([N:15]2[CH2:16][CH2:17][CH:12]([C@H:10]3[CH2:11][C@H:9]3[CH2:8][O:7][CH2:6][C:5]3[CH:26]=[CH:27][C:2]([CH2:28][C@@H:29]([OH:31])[CH3:30])=[CH:3][CH:4]=3)[CH2:13][CH2:14]2)=[N:23][CH:22]=1)[CH3:25], predict the reactants needed to synthesize it. The reactants are: Br[C:2]1[CH:27]=[CH:26][C:5]([CH2:6][O:7][CH2:8][C@@H:9]2[CH2:11][C@@H:10]2[CH:12]2[CH2:17][CH2:16][N:15]([C:18]3[N:23]=[CH:22][C:21]([CH2:24][CH3:25])=[CH:20][N:19]=3)[CH2:14][CH2:13]2)=[CH:4][CH:3]=1.[CH2:28]1[O:31][C@H:29]1[CH3:30]. (2) The reactants are: [C:1](Cl)(=[O:4])[CH2:2][CH3:3].OC(C(F)(F)F)=O.[NH2:13][C:14]1[S:18][C:17]([C:19]2[CH:24]=[CH:23][N:22]=[C:21]([NH:25][C:26]3[CH:27]=[C:28]([CH3:32])[CH:29]=[CH:30][CH:31]=3)[N:20]=2)=[CH:16][CH:15]=1.N1C=CC=CC=1. Given the product [C:28]1([CH3:32])[CH:29]=[CH:30][CH:31]=[C:26]([NH:25][C:21]2[N:20]=[C:19]([C:17]3[S:18][C:14]([NH:13][C:1](=[O:4])[CH2:2][CH3:3])=[CH:15][CH:16]=3)[CH:24]=[CH:23][N:22]=2)[CH:27]=1, predict the reactants needed to synthesize it. (3) Given the product [Cl:23][CH2:24][C:25]([NH:21][CH2:20][C:19]([C:10]1[C:11]2[C:16](=[C:15]([O:17][CH3:18])[CH:14]=[CH:13][CH:12]=2)[N:8]([CH2:7][CH:1]2[CH2:2][CH2:3][CH2:4][CH2:5][CH2:6]2)[CH:9]=1)=[O:22])=[O:26], predict the reactants needed to synthesize it. The reactants are: [CH:1]1([CH2:7][N:8]2[C:16]3[C:11](=[CH:12][CH:13]=[CH:14][C:15]=3[O:17][CH3:18])[C:10]([C:19](=[O:22])[C:20]#[N:21])=[CH:9]2)[CH2:6][CH2:5][CH2:4][CH2:3][CH2:2]1.[Cl:23][CH2:24][C:25](Cl)=[O:26].C(N(CC)CC)C. (4) Given the product [NH2:6][C:5]1[N:12]([CH2:15][C:16]2[CH:17]=[CH:18][C:19]([S:22]([NH2:25])(=[O:24])=[O:23])=[CH:20][CH:21]=2)[N:13]=[N:14][C:4]=1[C:3]1[CH:7]=[CH:8][C:9]([Cl:11])=[CH:10][C:2]=1[Cl:1], predict the reactants needed to synthesize it. The reactants are: [Cl:1][C:2]1[CH:10]=[C:9]([Cl:11])[CH:8]=[CH:7][C:3]=1[CH2:4][C:5]#[N:6].[N:12]([CH2:15][C:16]1[CH:21]=[CH:20][C:19]([S:22]([NH2:25])(=[O:24])=[O:23])=[CH:18][CH:17]=1)=[N+:13]=[N-:14].C[O-].[Na+]. (5) Given the product [Cl:1][C:2]1[N:3]=[CH:4][CH:5]=[C:6]2[CH:10]=[C:9]([C:11]([OH:13])=[O:12])[NH:8][C:7]=12, predict the reactants needed to synthesize it. The reactants are: [Cl:1][C:2]1[N:3]=[CH:4][CH:5]=[C:6]2[CH:10]=[C:9]([C:11]([O:13]CC)=[O:12])[NH:8][C:7]=12.[OH-].[K+]. (6) Given the product [Br:1][C:2]1[CH:12]=[CH:11][C:5]2[O:6][C:7]3[C:8](=[O:9])[NH:10][C:16]([CH2:17][N:21]4[CH2:27][CH2:26][CH2:25][C@H:22]4[CH2:23][OH:24])=[N:14][C:13]=3[C:4]=2[CH:3]=1, predict the reactants needed to synthesize it. The reactants are: [Br:1][C:2]1[CH:12]=[CH:11][C:5]([O:6][CH2:7][C:8]([NH2:10])=[O:9])=[C:4]([C:13]#[N:14])[CH:3]=1.N1CCC[CH2:17][CH2:16]1.[NH:21]1[CH2:27][CH2:26][CH2:25][C@H:22]1[CH2:23][OH:24]. (7) Given the product [C:33]([O:32][C:30]([C:29]1[CH:37]=[CH:38][C:26]([C:25]2[C:9]([C:10]([O:12][CH2:13][CH3:14])=[O:11])=[N:8][N:7]([C:1]3[CH:2]=[CH:3][CH:4]=[CH:5][CH:6]=3)[C:24]=2[CH2:51][CH2:52][CH2:53][CH3:54])=[C:27]([C:39]([N:41]2[CH2:50][CH2:49][C:48]3[C:43](=[CH:44][CH:45]=[CH:46][CH:47]=3)[CH2:42]2)=[O:40])[CH:28]=1)=[O:31])([CH3:34])([CH3:35])[CH3:36], predict the reactants needed to synthesize it. The reactants are: [C:1]1([NH:7]/[N:8]=[CH:9]/[C:10]([O:12][CH2:13][CH3:14])=[O:11])[CH:6]=[CH:5][CH:4]=[CH:3][CH:2]=1.CC(C)([O-])C.[K+].[N+]([C:24]([CH2:51][CH2:52][CH2:53][CH3:54])=[CH:25][C:26]1[CH:38]=[CH:37][C:29]([C:30]([O:32][C:33]([CH3:36])([CH3:35])[CH3:34])=[O:31])=[CH:28][C:27]=1[C:39]([N:41]1[CH2:50][CH2:49][C:48]2[C:43](=[CH:44][CH:45]=[CH:46][CH:47]=2)[CH2:42]1)=[O:40])([O-])=O.C(O)(C(F)(F)F)=O.